The task is: Predict which catalyst facilitates the given reaction.. This data is from Catalyst prediction with 721,799 reactions and 888 catalyst types from USPTO. Reactant: [C:1]([N:8]1[CH2:12][C@@H:11]([NH:13][CH:14]2[CH2:19][CH2:18][C:17]([CH3:21])([CH3:20])[CH2:16][CH2:15]2)[CH2:10][C@H:9]1[C:22]([O:24][CH3:25])=[O:23])([O:3][C:4]([CH3:7])([CH3:6])[CH3:5])=[O:2].[CH3:26][C:27](OC(C)=O)=[O:28]. Product: [C:1]([N:8]1[CH2:12][C@@H:11]([N:13]([C:27](=[O:28])[CH3:26])[CH:14]2[CH2:19][CH2:18][C:17]([CH3:20])([CH3:21])[CH2:16][CH2:15]2)[CH2:10][C@H:9]1[C:22]([O:24][CH3:25])=[O:23])([O:3][C:4]([CH3:7])([CH3:6])[CH3:5])=[O:2]. The catalyst class is: 17.